Dataset: Retrosynthesis with 50K atom-mapped reactions and 10 reaction types from USPTO. Task: Predict the reactants needed to synthesize the given product. (1) Given the product COC(=O)c1cnc(C(C)(C)C)nc1-c1ccc2c(ccn2C)c1, predict the reactants needed to synthesize it. The reactants are: COC(=O)c1cnc(C(C)(C)C)nc1Cl.Cn1ccc2cc(B(O)O)ccc21. (2) Given the product Cc1ccc(NC(=O)OC(C)(C)C)cc1Br, predict the reactants needed to synthesize it. The reactants are: CC(C)(C)OC(=O)OC(=O)OC(C)(C)C.Cc1ccc(N)cc1Br. (3) The reactants are: CCCCC#Cc1cc2c(cc1N)C(=O)CC2.O=C(OC(=O)C(F)(F)F)C(F)(F)F. Given the product CCCCC#Cc1cc2c(cc1NC(=O)C(F)(F)F)C(=O)CC2, predict the reactants needed to synthesize it. (4) The reactants are: Cc1nc(Cl)cc2nn(Cc3ccc(C(F)(F)F)nc3)c(=O)n12.OB(O)c1ccc(Cl)cc1. Given the product Cc1nc(-c2ccc(Cl)cc2)cc2nn(Cc3ccc(C(F)(F)F)nc3)c(=O)n12, predict the reactants needed to synthesize it. (5) Given the product C[C@H](C(=O)O)N(C(=O)OC(C)(C)C)c1ccc(N)cc1, predict the reactants needed to synthesize it. The reactants are: C[C@H](C(=O)O)N(C(=O)OC(C)(C)C)c1ccc([N+](=O)[O-])cc1. (6) The reactants are: CCOC(=O)/C=C/C=C/C1CCN(C(=O)OC(C)(C)C)CC1. Given the product CC(C)(C)OC(=O)N1CCC(/C=C/C=C/C(=O)O)CC1, predict the reactants needed to synthesize it. (7) Given the product CCOC(=O)/C=C(\C=N\NC(N)=O)C(F)(F)F, predict the reactants needed to synthesize it. The reactants are: CCOC(=O)C=P(c1ccccc1)(c1ccccc1)c1ccccc1.NC(=O)N/N=C/C(=O)C(F)(F)F.